This data is from Reaction yield outcomes from USPTO patents with 853,638 reactions. The task is: Predict the reaction yield, written as a fraction of the theoretical maximum amount of product (1.0 means a 100% yield; for example, 0.34 means a 34% yield). (1) The reactants are C([C:8]([NH2:12])([OH:11])[CH2:9][CH3:10])(OC(C)(C)C)=O.[CH3:13][C:14]([NH:16][C:17]1[CH:18]=[CH:19][C:20]([CH2:23][C:24]([OH:26])=[O:25])=[CH:21][CH:22]=1)=[O:15].[ClH:27].C(OCC)(=O)C.C(OCC)C. The catalyst is ClCCl. The product is [NH2:12][CH:8]([OH:11])[CH2:9][CH3:10].[CH3:13][C:14]([NH:16][C:17]1[CH:22]=[CH:21][C:20]([CH2:23][C:24]([OH:26])=[O:25])=[CH:19][CH:18]=1)=[O:15].[ClH:27]. The yield is 0.980. (2) The reactants are [CH:1]1([CH2:6][CH:7]([N:11]2[C:16](=[O:17])[CH:15]=[C:14]([O:18][C:19]3[C:24]([F:25])=[CH:23][CH:22]=[CH:21][C:20]=3[F:26])[CH:13]=[N:12]2)[C:8](O)=[O:9])[CH2:5][CH2:4][CH2:3][CH2:2]1.[NH2:27][C:28]1[CH:32]=[CH:31][N:30]([CH2:33][C:34]([CH3:37])([OH:36])[CH3:35])[N:29]=1. No catalyst specified. The product is [CH:1]1([CH2:6][CH:7]([N:11]2[C:16](=[O:17])[CH:15]=[C:14]([O:18][C:19]3[C:20]([F:26])=[CH:21][CH:22]=[CH:23][C:24]=3[F:25])[CH:13]=[N:12]2)[C:8]([NH:27][C:28]2[CH:32]=[CH:31][N:30]([CH2:33][C:34]([OH:36])([CH3:35])[CH3:37])[N:29]=2)=[O:9])[CH2:2][CH2:3][CH2:4][CH2:5]1. The yield is 0.620. (3) The reactants are [F:1][C:2]1[CH:7]=[CH:6][C:5]([CH3:8])=[CH:4][C:3]=1[C:9]1[O:13][N:12]=[C:11]([CH:14]=[O:15])[CH:10]=1.C[Mg][CH:18]1[CH2:20][CH2:19]1.[Br-]. The catalyst is O1CCCC1. The product is [CH:18]1([CH:14]([C:11]2[CH:10]=[C:9]([C:3]3[CH:4]=[C:5]([CH3:8])[CH:6]=[CH:7][C:2]=3[F:1])[O:13][N:12]=2)[OH:15])[CH2:20][CH2:19]1. The yield is 0.800.